Dataset: Forward reaction prediction with 1.9M reactions from USPTO patents (1976-2016). Task: Predict the product of the given reaction. (1) Given the reactants Br[C:2]1[N:6]2[N:7]=[C:8]([NH:11][C:12]3[CH:17]=[CH:16][C:15]([O:18][CH3:19])=[C:14]([O:20][CH3:21])[CH:13]=3)[CH:9]=[CH:10][C:5]2=[N:4][CH:3]=1.[CH3:22][O:23][C:24]1[C:29]2[S:30][CH:31]=[CH:32][C:28]=2[C:27](B2OC(C)(C)C(C)(C)O2)=[CH:26][CH:25]=1.C(=O)([O-])[O-].[Na+].[Na+], predict the reaction product. The product is: [CH3:22][O:23][C:24]1[C:29]2[S:30][CH:31]=[CH:32][C:28]=2[C:27]([C:2]2[N:6]3[N:7]=[C:8]([NH:11][C:12]4[CH:17]=[CH:16][C:15]([O:18][CH3:19])=[C:14]([O:20][CH3:21])[CH:13]=4)[CH:9]=[CH:10][C:5]3=[N:4][CH:3]=2)=[CH:26][CH:25]=1. (2) Given the reactants Cl[C:2]1[CH:7]=[CH:6][N:5]=[C:4]2[CH:8]=[C:9]([C:11]3[S:12][CH:13]=[C:14]([C:16]([OH:19])([CH3:18])[CH3:17])[N:15]=3)[S:10][C:3]=12.[CH:20]1([CH2:23][NH:24][C:25]([C:27]2[C:35]3[C:30](=[CH:31][C:32]([OH:36])=[CH:33][CH:34]=3)[N:29]([CH3:37])[C:28]=2[CH3:38])=[O:26])[CH2:22][CH2:21]1.C([O-])([O-])=O.[Cs+].[Cs+], predict the reaction product. The product is: [CH:20]1([CH2:23][NH:24][C:25]([C:27]2[C:35]3[C:30](=[CH:31][C:32]([O:36][C:2]4[CH:7]=[CH:6][N:5]=[C:4]5[CH:8]=[C:9]([C:11]6[S:12][CH:13]=[C:14]([C:16]([OH:19])([CH3:18])[CH3:17])[N:15]=6)[S:10][C:3]=45)=[CH:33][CH:34]=3)[N:29]([CH3:37])[C:28]=2[CH3:38])=[O:26])[CH2:22][CH2:21]1. (3) Given the reactants [CH3:1][N:2]1[CH:6]=[C:5]([C:7]([OH:9])=O)[C:4](=[O:10])[N:3]1[C:11]1[CH:16]=[CH:15][CH:14]=[CH:13][CH:12]=1.[NH2:17][C:18]1[CH:39]=[CH:38][C:21]([O:22][C:23]2[CH:24]=[CH:25][C:26]3[N:27]([CH:29]=[C:30]([NH:32][C:33]([CH:35]4[CH2:37][CH2:36]4)=[O:34])[N:31]=3)[CH:28]=2)=[C:20]([F:40])[CH:19]=1.CN(C(ON1N=NC2C=CC=NC1=2)=[N+](C)C)C.F[P-](F)(F)(F)(F)F.C(N(C(C)C)CC)(C)C, predict the reaction product. The product is: [CH:35]1([C:33]([NH:32][C:30]2[N:31]=[C:26]3[CH:25]=[CH:24][C:23]([O:22][C:21]4[CH:38]=[CH:39][C:18]([NH:17][C:7]([C:5]5[C:4](=[O:10])[N:3]([C:11]6[CH:16]=[CH:15][CH:14]=[CH:13][CH:12]=6)[N:2]([CH3:1])[CH:6]=5)=[O:9])=[CH:19][C:20]=4[F:40])=[CH:28][N:27]3[CH:29]=2)=[O:34])[CH2:36][CH2:37]1. (4) Given the reactants [CH2:1]([O:8][C:9]1[CH:34]=[CH:33][C:12]([O:13][C:14]2[CH:19]=[CH:18][C:17]([NH:20][C:21](=[O:29])[C:22]3[CH:27]=[CH:26][C:25]([Br:28])=[CH:24][CH:23]=3)=[CH:16][C:15]=2[N+:30]([O-])=O)=[CH:11][CH:10]=1)[C:2]1[CH:7]=[CH:6][CH:5]=[CH:4][CH:3]=1.[Cl-].[NH4+].CO.C1COCC1, predict the reaction product. The product is: [NH2:30][C:15]1[CH:16]=[C:17]([NH:20][C:21](=[O:29])[C:22]2[CH:23]=[CH:24][C:25]([Br:28])=[CH:26][CH:27]=2)[CH:18]=[CH:19][C:14]=1[O:13][C:12]1[CH:11]=[CH:10][C:9]([O:8][CH2:1][C:2]2[CH:7]=[CH:6][CH:5]=[CH:4][CH:3]=2)=[CH:34][CH:33]=1. (5) Given the reactants [C:1]([C:3]1[CH:4]=[CH:5][C:6]([N:9]2[CH2:14][CH2:13][CH:12]([NH:15]C(=O)OC(C)(C)C)[CH2:11][CH2:10]2)=[N:7][CH:8]=1)#[N:2].Cl.CCOC(C)=O, predict the reaction product. The product is: [NH2:15][CH:12]1[CH2:13][CH2:14][N:9]([C:6]2[CH:5]=[CH:4][C:3]([C:1]#[N:2])=[CH:8][N:7]=2)[CH2:10][CH2:11]1. (6) The product is: [C:29]([C:27]1[S:28][C:24]([NH:23][C:21]([CH:12]2[CH:11]([C:32]3[CH:37]=[CH:36][CH:35]=[C:34]([Cl:38])[C:33]=3[F:39])[C:10]3([C:5]4[C:6](=[CH:7][C:2]([Cl:1])=[CH:3][CH:4]=4)[NH:8][C:9]3=[O:40])[CH:14]([CH2:15][C:16]([C:19]#[N:20])([CH3:18])[CH3:17])[NH:13]2)=[O:22])=[CH:25][CH:26]=1)(=[O:30])[NH2:43]. Given the reactants [Cl:1][C:2]1[CH:7]=[C:6]2[NH:8][C:9](=[O:40])[C@@:10]3([C@H:14]([CH2:15][C:16]([C:19]#[N:20])([CH3:18])[CH3:17])[NH:13][C@@H:12]([C:21]([NH:23][C:24]4[S:28][C:27]([C:29](O)=[O:30])=[CH:26][CH:25]=4)=[O:22])[C@@H:11]3[C:32]3[CH:37]=[CH:36][CH:35]=[C:34]([Cl:38])[C:33]=3[F:39])[C:5]2=[CH:4][CH:3]=1.C1N=C[N:43](C(N2C=NC=C2)=O)C=1.[OH-].[NH4+].CCOC(C)=O, predict the reaction product. (7) Given the reactants [F:1][C:2]1[CH:7]=[C:6]([N:8]2[CH:12]=[CH:11][CH:10]=[N:9]2)[CH:5]=[CH:4][C:3]=1[N:13]1[CH:18]=[C:17]([O:19][CH3:20])[C:16](=[O:21])[C:15]([C:22]([O:24]C)=[O:23])=[N:14]1.[OH-].[Na+].Cl, predict the reaction product. The product is: [F:1][C:2]1[CH:7]=[C:6]([N:8]2[CH:12]=[CH:11][CH:10]=[N:9]2)[CH:5]=[CH:4][C:3]=1[N:13]1[CH:18]=[C:17]([O:19][CH3:20])[C:16](=[O:21])[C:15]([C:22]([OH:24])=[O:23])=[N:14]1.